From a dataset of Full USPTO retrosynthesis dataset with 1.9M reactions from patents (1976-2016). Predict the reactants needed to synthesize the given product. (1) Given the product [Br:23][C:13]1[S:12][C:4]2[N:5]=[C:6]([CH3:11])[CH:7]=[C:2]([NH2:1])[C:3]=2[C:14]=1[C:15]1[CH:20]=[CH:19][CH:18]=[C:17]([O:21][CH3:22])[CH:16]=1, predict the reactants needed to synthesize it. The reactants are: [NH2:1][C:2]1[C:7](C(O)=O)=[C:6]([CH3:11])[N:5]=[C:4]2[S:12][C:13]([Br:23])=[C:14]([C:15]3[CH:20]=[CH:19][CH:18]=[C:17]([O:21][CH3:22])[CH:16]=3)[C:3]=12.N1C2C(=CC=CC=2)C=CC=1. (2) Given the product [N:21]([C:2]1[C:3]2[N:4]([CH:18]=[CH:19][N:20]=2)[CH:5]=[C:6]([C:10]2[CH:15]=[CH:14][C:13]([Cl:16])=[CH:12][C:11]=2[Cl:17])[C:7]=1[C:8]#[N:9])=[N+:22]=[N-:23], predict the reactants needed to synthesize it. The reactants are: Cl[C:2]1[C:3]2[N:4]([CH:18]=[CH:19][N:20]=2)[CH:5]=[C:6]([C:10]2[CH:15]=[CH:14][C:13]([Cl:16])=[CH:12][C:11]=2[Cl:17])[C:7]=1[C:8]#[N:9].[N-:21]=[N+:22]=[N-:23].[Na+].CCOC(C)=O. (3) Given the product [CH3:1][O:2][C:3](=[O:39])[CH2:4][CH2:5][C@@H:6]1[C@@H:10]([O:11][CH3:12])[C@@H:9]([O:13][Si:14]([C:17]([CH3:20])([CH3:19])[CH3:18])([CH3:16])[CH3:15])[C@H:8]([N:21]2[CH:29]=[N:28][C:27]3[C:22]2=[N:23][CH:24]=[N:25][C:26]=3[NH:30][C:31](=[O:38])[C:32]2[CH:33]=[CH:34][CH:35]=[CH:36][CH:37]=2)[O:7]1, predict the reactants needed to synthesize it. The reactants are: [CH3:1][O:2][C:3](=[O:39])/[CH:4]=[CH:5]/[C@@H:6]1[C@@H:10]([O:11][CH3:12])[C@@H:9]([O:13][Si:14]([C:17]([CH3:20])([CH3:19])[CH3:18])([CH3:16])[CH3:15])[C@H:8]([N:21]2[CH:29]=[N:28][C:27]3[C:22]2=[N:23][CH:24]=[N:25][C:26]=3[NH:30][C:31](=[O:38])[C:32]2[CH:37]=[CH:36][CH:35]=[CH:34][CH:33]=2)[O:7]1.